Predict the reaction yield, written as a fraction of the theoretical maximum amount of product (1.0 means a 100% yield; for example, 0.34 means a 34% yield). From a dataset of Reaction yield outcomes from USPTO patents with 853,638 reactions. (1) The reactants are [CH2:1]([O:8][C:9]1[C:10](=[O:17])[CH:11]=[C:12]([CH:15]=[O:16])[O:13][CH:14]=1)[C:2]1[CH:7]=[CH:6][CH:5]=[CH:4][CH:3]=1.C[Si](C)(C)[C:20]([F:23])([F:22])[F:21].[F-].[Cs+].C(OCC)(=O)C. The catalyst is O1CCCC1. The product is [CH2:1]([O:8][C:9]1[C:10](=[O:17])[CH:11]=[C:12]([CH:15]([OH:16])[C:20]([F:23])([F:22])[F:21])[O:13][CH:14]=1)[C:2]1[CH:3]=[CH:4][CH:5]=[CH:6][CH:7]=1. The yield is 0.570. (2) The reactants are Br[C:2]1[CH:7]=[CH:6][CH:5]=[CH:4][C:3]=1[C:8]1[CH:13]=[CH:12][CH:11]=[CH:10][C:9]=1[Cl:14].[Li]CCCC.CCCCCC.CON(C)[C:29]([C@@H:31]1[CH2:36][CH2:35][CH2:34][N:33]([C:37]([O:39][C:40]([CH3:43])([CH3:42])[CH3:41])=[O:38])[CH2:32]1)=[O:30]. The catalyst is C1COCC1. The product is [C:40]([O:39][C:37]([N:33]1[CH2:34][CH2:35][CH2:36][C@@H:31]([C:29](=[O:30])[C:2]2[CH:7]=[CH:6][CH:5]=[CH:4][C:3]=2[C:8]2[CH:13]=[CH:12][CH:11]=[CH:10][C:9]=2[Cl:14])[CH2:32]1)=[O:38])([CH3:43])([CH3:42])[CH3:41]. The yield is 0.550. (3) The reactants are Br[C:2]1[C:10]2[C:9](=[O:11])[N:8]([CH2:12][C:13]([F:25])([F:24])[C:14]3[CH:23]=[CH:22][C:21]4[C:16](=[CH:17][CH:18]=[CH:19][CH:20]=4)[N:15]=3)[N:7]=[CH:6][C:5]=2[S:4][CH:3]=1.[N:26]1[CH:31]=[CH:30][C:29](B(O)O)=[CH:28][CH:27]=1.C([O-])([O-])=O.[Na+].[Na+]. The catalyst is O1CCOCC1.O.C(Cl)Cl.C1C=CC(P(C2C=CC=CC=2)[C-]2C=CC=C2)=CC=1.C1C=CC(P(C2C=CC=CC=2)[C-]2C=CC=C2)=CC=1.Cl[Pd]Cl.[Fe+2].C(Cl)Cl. The product is [F:24][C:13]([F:25])([C:14]1[CH:23]=[CH:22][C:21]2[C:16](=[CH:17][CH:18]=[CH:19][CH:20]=2)[N:15]=1)[CH2:12][N:8]1[C:9](=[O:11])[C:10]2[C:2]([C:29]3[CH:30]=[CH:31][N:26]=[CH:27][CH:28]=3)=[CH:3][S:4][C:5]=2[CH:6]=[N:7]1. The yield is 0.800. (4) The reactants are [NH2:1][C:2]1[CH:3]=[C:4]([C:8]2[C:16]3[C:11](=[CH:12][CH:13]=[C:14]([C:17]([NH2:19])=[O:18])[CH:15]=3)[N:10](C3CCCCO3)[N:9]=2)[CH:5]=[CH:6][CH:7]=1.[CH3:26][N:27]([CH3:38])[C:28]1[CH:33]=[CH:32][C:31]([CH2:34][C:35](O)=[O:36])=[CH:30][CH:29]=1.CCN=C=NCCCN(C)C. No catalyst specified. The product is [CH3:38][N:27]([CH3:26])[C:28]1[CH:33]=[CH:32][C:31]([CH2:34][C:35]([NH:1][C:2]2[CH:3]=[C:4]([C:8]3[C:16]4[C:11](=[CH:12][CH:13]=[C:14]([C:17]([NH2:19])=[O:18])[CH:15]=4)[NH:10][N:9]=3)[CH:5]=[CH:6][CH:7]=2)=[O:36])=[CH:30][CH:29]=1. The yield is 0.130. (5) The reactants are [CH2:1]([O:8][C:9]1[C:10]([F:32])=[C:11]([C:28]([F:31])=[CH:29][CH:30]=1)[CH2:12][C:13]1[C:21]2[C:16](=[N:17][CH:18]=[C:19]([C:22]3[CH:23]=[N:24][CH:25]=[CH:26][CH:27]=3)[CH:20]=2)[NH:15][CH:14]=1)[C:2]1[CH:7]=[CH:6][CH:5]=[CH:4][CH:3]=1.[H-].[Na+].[CH:35]([Si:38](Cl)([CH:42]([CH3:44])[CH3:43])[CH:39]([CH3:41])[CH3:40])([CH3:37])[CH3:36].O. The catalyst is O1CCCC1. The product is [CH2:1]([O:8][C:9]1[C:10]([F:32])=[C:11]([C:28]([F:31])=[CH:29][CH:30]=1)[CH2:12][C:13]1[C:21]2[C:16](=[N:17][CH:18]=[C:19]([C:22]3[CH:23]=[N:24][CH:25]=[CH:26][CH:27]=3)[CH:20]=2)[N:15]([Si:38]([CH:42]([CH3:44])[CH3:43])([CH:39]([CH3:41])[CH3:40])[CH:35]([CH3:37])[CH3:36])[CH:14]=1)[C:2]1[CH:7]=[CH:6][CH:5]=[CH:4][CH:3]=1. The yield is 0.890. (6) The reactants are [C:1]1([C:7]#[CH:8])[CH:6]=[CH:5][CH:4]=[CH:3][CH:2]=1.[Li:9]CCCC.CCCCCC. The catalyst is C1COCC1. The product is [Li:9][C:8]#[C:7][C:1]1[CH:6]=[CH:5][CH:4]=[CH:3][CH:2]=1. The yield is 0.450. (7) The reactants are [F:1][C:2]1[CH:7]=[CH:6][C:5](B(O)O)=[C:4]([O:11][CH3:12])[CH:3]=1.C(=O)([O-])[O-].[Na+].[Na+].Br[C:20]1[CH:25]=[CH:24][N:23]=[C:22]([Cl:26])[CH:21]=1. The catalyst is O1CCOCC1.C1C=CC([P]([Pd]([P](C2C=CC=CC=2)(C2C=CC=CC=2)C2C=CC=CC=2)([P](C2C=CC=CC=2)(C2C=CC=CC=2)C2C=CC=CC=2)[P](C2C=CC=CC=2)(C2C=CC=CC=2)C2C=CC=CC=2)(C2C=CC=CC=2)C2C=CC=CC=2)=CC=1. The product is [Cl:26][C:22]1[CH:21]=[C:20]([C:5]2[CH:6]=[CH:7][C:2]([F:1])=[CH:3][C:4]=2[O:11][CH3:12])[CH:25]=[CH:24][N:23]=1. The yield is 0.733.